Task: Predict the product of the given reaction.. Dataset: Forward reaction prediction with 1.9M reactions from USPTO patents (1976-2016) The product is: [C:9]([NH:8][CH2:7][CH2:6][CH2:5][S:2]([O:25][CH2:24][C:23]([CH3:27])([CH3:26])[CH2:22][CH2:21][CH2:20][NH:19][C:17]([O:16][C:12]([CH3:15])([CH3:14])[CH3:13])=[O:18])(=[O:4])=[O:3])(=[O:11])[CH3:10]. Given the reactants Cl[S:2]([CH2:5][CH2:6][CH2:7][NH:8][C:9](=[O:11])[CH3:10])(=[O:4])=[O:3].[C:12]([O:16][C:17]([NH:19][CH2:20][CH2:21][CH2:22][C:23]([CH3:27])([CH3:26])[CH2:24][OH:25])=[O:18])([CH3:15])([CH3:14])[CH3:13].C(N(CC)CC)C, predict the reaction product.